Predict the reaction yield, written as a fraction of the theoretical maximum amount of product (1.0 means a 100% yield; for example, 0.34 means a 34% yield). From a dataset of Reaction yield outcomes from USPTO patents with 853,638 reactions. (1) The reactants are [C:1]1([CH2:7][O:8][C:9](=[O:24])[N:10]([CH2:12][C:13]([NH:15][C:16]2[C:17]([NH2:23])=[N:18][CH:19]=[C:20]([Br:22])[CH:21]=2)=O)[CH3:11])[CH:6]=[CH:5][CH:4]=[CH:3][CH:2]=1. The catalyst is C(O)(=O)C. The product is [C:1]1([CH2:7][O:8][C:9](=[O:24])[N:10]([CH2:12][C:13]2[NH:15][C:16]3[C:17]([N:23]=2)=[N:18][CH:19]=[C:20]([Br:22])[CH:21]=3)[CH3:11])[CH:6]=[CH:5][CH:4]=[CH:3][CH:2]=1. The yield is 0.760. (2) The reactants are BrC1C=NN(C)C=1[C:7]1[CH:12]=[C:11]([N+:13]([O-])=O)[CH:10]=[CH:9][C:8]=1[O:16][CH3:17].O.O.Cl[Sn]Cl.CCOC(C)=O.CCCCCC. The catalyst is CCO. The product is [CH3:17][O:16][C:8]1[CH:9]=[CH:10][C:11]([NH2:13])=[CH:12][CH:7]=1. The yield is 0.880. (3) The reactants are FC(F)(F)C(O)=O.[Cl:8][C:9]1[CH:10]=[C:11]([CH:42]=[CH:43][C:44]=1[NH:45][C:46]([NH:48][CH:49]1[CH2:51][CH2:50]1)=[O:47])[O:12][C:13]1[C:22]2[C:17](=[CH:18][C:19]([O:40][CH3:41])=[C:20]([C:23]([NH:25][CH2:26][CH:27]3[CH2:32][CH2:31][N:30]([C:33](OC(C)(C)C)=O)[CH2:29][CH2:28]3)=[O:24])[CH:21]=2)[N:16]=[CH:15][CH:14]=1.C(=O)(O)[O-].[Na+].C=O.C([BH3-])#N.[Na+]. The catalyst is C(OCC)(=O)C.C(O)(=O)C. The product is [CH3:33][N:30]1[CH2:29][CH2:28][CH:27]([CH2:26][NH:25][C:23]([C:20]2[CH:21]=[C:22]3[C:17](=[CH:18][C:19]=2[O:40][CH3:41])[N:16]=[CH:15][CH:14]=[C:13]3[O:12][C:11]2[CH:42]=[CH:43][C:44]([NH:45][C:46]([NH:48][CH:49]3[CH2:51][CH2:50]3)=[O:47])=[C:9]([Cl:8])[CH:10]=2)=[O:24])[CH2:32][CH2:31]1. The yield is 0.584. (4) The reactants are [F:1][C:2]1[CH:3]=[C:4]([CH:38]=[CH:39][CH:40]=1)[CH2:5][CH2:6][NH:7][C:8]1[N:32]=[C:31]([C:33]2[CH:34]=[N:35][NH:36][CH:37]=2)[CH:30]=[CH:29][C:9]=1[C:10]([NH:12][CH2:13][C:14]1[C:15]([CH2:20][NH:21]C(=O)OC(C)(C)C)=[N:16][CH:17]=[CH:18][CH:19]=1)=[O:11].Cl. The catalyst is CO.O1CCOCC1. The product is [CH3:10][OH:11].[NH2:21][CH2:20][C:15]1[C:14]([CH2:13][NH:12][C:10](=[O:11])[C:9]2[CH:29]=[CH:30][C:31]([C:33]3[CH:34]=[N:35][NH:36][CH:37]=3)=[N:32][C:8]=2[NH:7][CH2:6][CH2:5][C:4]2[CH:38]=[CH:39][CH:40]=[C:2]([F:1])[CH:3]=2)=[CH:19][CH:18]=[CH:17][N:16]=1. The yield is 0.890. (5) The reactants are [CH3:1][O:2][C:3]1[C:12]([NH:13][C:14](=[S:22])OC2C=CC=CC=2)=[N:11][C:10]2[C:5](=[CH:6][CH:7]=[CH:8][CH:9]=2)[N:4]=1.[F:23][C:24]1[CH:25]=[C:26]([N:31]2[CH2:36][CH2:35][NH:34][CH2:33][CH2:32]2)[CH:27]=[C:28]([F:30])[CH:29]=1. No catalyst specified. The product is [CH3:1][O:2][C:3]1[C:12]([NH:13][C:14]([N:34]2[CH2:33][CH2:32][N:31]([C:26]3[CH:25]=[C:24]([F:23])[CH:29]=[C:28]([F:30])[CH:27]=3)[CH2:36][CH2:35]2)=[S:22])=[N:11][C:10]2[C:5](=[CH:6][CH:7]=[CH:8][CH:9]=2)[N:4]=1. The yield is 0.590. (6) The reactants are [I:1][C:2]1[CH:7]=[CH:6][CH:5]=[C:4]([N+:8]([O-:10])=[O:9])[C:3]=1[CH2:11][C:12](=[O:16])C(O)=O.[OH2:17].OO. The catalyst is CO. The product is [I:1][C:2]1[CH:7]=[CH:6][CH:5]=[C:4]([N+:8]([O-:10])=[O:9])[C:3]=1[CH2:11][C:12]([OH:16])=[O:17]. The yield is 0.700. (7) The reactants are [OH:1][CH:2]1[CH2:5][CH:4]([C:6]([O:8][CH2:9][C:10]2[CH:15]=[CH:14][CH:13]=[CH:12][CH:11]=2)=[O:7])[CH2:3]1.CCN(CC)CC.[CH3:23][S:24](Cl)(=[O:26])=[O:25]. The catalyst is C(Cl)Cl. The product is [CH3:23][S:24]([O:1][CH:2]1[CH2:5][CH:4]([C:6]([O:8][CH2:9][C:10]2[CH:15]=[CH:14][CH:13]=[CH:12][CH:11]=2)=[O:7])[CH2:3]1)(=[O:26])=[O:25]. The yield is 1.00.